From a dataset of Full USPTO retrosynthesis dataset with 1.9M reactions from patents (1976-2016). Predict the reactants needed to synthesize the given product. (1) Given the product [Br:15][C:14]1[C:9]2[N:10]([C:6]([C:4]([OH:5])=[O:3])=[C:7]([S:17][CH3:18])[N:8]=2)[CH:11]=[C:12]([CH3:16])[CH:13]=1, predict the reactants needed to synthesize it. The reactants are: C([O:3][C:4]([C:6]1[N:10]2[CH:11]=[C:12]([CH3:16])[CH:13]=[C:14]([Br:15])[C:9]2=[N:8][C:7]=1[S:17][CH3:18])=[O:5])C.[OH-].[Na+].Cl. (2) Given the product [CH3:29][C:27]1[CH:26]=[CH:25][N:24]2[CH:3]=[C:9]([C:11]([C:13]3[CH:14]=[CH:15][CH:16]=[CH:17][CH:18]=3)=[O:12])[N:22]=[C:23]2[CH:28]=1, predict the reactants needed to synthesize it. The reactants are: BrBr.[C:3]1([C:9]([C:11]([C:13]2[CH:18]=[CH:17][CH:16]=[CH:15][CH:14]=2)=[O:12])=O)C=CC=CC=1.C(O)C.[NH2:22][C:23]1[CH:28]=[C:27]([CH3:29])[CH:26]=[CH:25][N:24]=1. (3) Given the product [CH:5]1[C:6]2[C:11](=[CH:10][CH:9]=[CH:8][CH:7]=2)[CH:12]=[CH:13][C:4]=1[C:1]1[CH:2]=[CH:19][N:17]=[C:15]([O-:16])[N:14]=1.[Na+:21], predict the reactants needed to synthesize it. The reactants are: [C:1]([C:4]1[CH:13]=[CH:12][C:11]2[C:6](=[CH:7][CH:8]=[CH:9][CH:10]=2)[CH:5]=1)(=O)[CH3:2].[NH2:14][C:15]([NH2:17])=[O:16].[O-][CH2:19]C.[Na+:21]. (4) The reactants are: [CH2:1]([O:3][C:4]([C:6]1[N:7]=[C:8]([CH:11]2[CH2:16][CH2:15][NH:14][CH2:13][CH2:12]2)[S:9][CH:10]=1)=[O:5])[CH3:2].[CH3:17][C:18]([CH3:20])=O.C(O)(=O)C.C(O[BH-](OC(=O)C)OC(=O)C)(=O)C.[Na+]. Given the product [CH2:1]([O:3][C:4]([C:6]1[N:7]=[C:8]([CH:11]2[CH2:16][CH2:15][N:14]([CH:18]([CH3:20])[CH3:17])[CH2:13][CH2:12]2)[S:9][CH:10]=1)=[O:5])[CH3:2], predict the reactants needed to synthesize it.